Dataset: Catalyst prediction with 721,799 reactions and 888 catalyst types from USPTO. Task: Predict which catalyst facilitates the given reaction. (1) Reactant: [C:1]([C:5]1[CH:10]=[C:9]([SH:11])[CH:8]=[C:7]([C:12]([CH3:15])([CH3:14])[CH3:13])[C:6]=1[OH:16])([CH3:4])([CH3:3])[CH3:2].[C:17]([OH:24])(=[O:23])[CH2:18][CH2:19][C:20]([CH3:22])=O.Cl. Product: [C:1]([C:5]1[CH:10]=[C:9]([S:11][C:20]([S:11][C:9]2[CH:8]=[C:7]([C:12]([CH3:13])([CH3:14])[CH3:15])[C:6]([OH:16])=[C:5]([C:1]([CH3:4])([CH3:3])[CH3:2])[CH:10]=2)([CH3:22])[CH2:19][CH2:18][C:17]([OH:24])=[O:23])[CH:8]=[C:7]([C:12]([CH3:15])([CH3:14])[CH3:13])[C:6]=1[OH:16])([CH3:4])([CH3:3])[CH3:2]. The catalyst class is: 740. (2) Reactant: C([O:4][C@@H:5]1[C@H:9]([O:10]C(=O)C)[C@@H:8]([C:14]#[CH:15])[O:7][C@H:6]1[N:16]1[CH:24]=[N:23][C:22]2[C:17]1=[N:18][CH:19]=[N:20][C:21]=2[NH:25][CH2:26][CH2:27][S:28]([NH:31][CH2:32][CH3:33])(=[O:30])=[O:29])(=O)C.C(N)(C)(C)C. Product: [CH2:32]([NH:31][S:28]([CH2:27][CH2:26][NH:25][C:21]1[N:20]=[CH:19][N:18]=[C:17]2[C:22]=1[N:23]=[CH:24][N:16]2[C@H:6]1[C@H:5]([OH:4])[C@H:9]([OH:10])[C@@H:8]([C:14]#[CH:15])[O:7]1)(=[O:29])=[O:30])[CH3:33]. The catalyst class is: 5. (3) Reactant: [NH2:1][C:2]1[CH:6]=[C:5]([S:7][C:8]2[CH:9]=[C:10]([CH:16]=[CH:17][CH:18]=2)[C:11]([O:13]CC)=[O:12])[NH:4][N:3]=1.Cl[C:20]1[CH:25]=[CH:24][CH:23]=[CH:22][N:21]=1.Br.[OH-].[Na+]. Product: [N:21]1[CH:22]=[CH:23][CH:24]=[CH:25][C:20]=1[NH:1][C:2]1[CH:6]=[C:5]([S:7][C:8]2[CH:9]=[C:10]([CH:16]=[CH:17][CH:18]=2)[C:11]([OH:13])=[O:12])[NH:4][N:3]=1. The catalyst class is: 252.